From a dataset of Reaction yield outcomes from USPTO patents with 853,638 reactions. Predict the reaction yield, written as a fraction of the theoretical maximum amount of product (1.0 means a 100% yield; for example, 0.34 means a 34% yield). (1) The catalyst is CC([O-])=O.CC([O-])=O.[Pd+2].O1CCOCC1. The yield is 0.0100. The product is [NH3:4].[CH3:33][OH:34].[OH:39][CH2:38][C:37]([CH3:41])([O:36][C:26]1[CH:25]=[C:24]([F:42])[C:23]([NH:22][C:3]2[N:8]=[C:7]([NH:9][C@@H:10]3[CH2:18][C@H:17]4[N:13]([CH2:14][CH2:15][CH2:16]4)[C:12]([CH3:20])([CH3:19])[CH2:11]3)[C:6]([F:21])=[CH:5][N:4]=2)=[CH:28][C:27]=1[N:29]1[C:33](=[O:34])[N:32]([CH3:35])[N:31]=[N:30]1)[CH3:40]. The reactants are Cl.Cl[C:3]1[N:8]=[C:7]([NH:9][C@@H:10]2[CH2:18][C@H:17]3[N:13]([CH2:14][CH2:15][CH2:16]3)[C:12]([CH3:20])([CH3:19])[CH2:11]2)[C:6]([F:21])=[CH:5][N:4]=1.[NH2:22][C:23]1[C:24]([F:42])=[CH:25][C:26]([O:36][C:37]([CH3:41])([CH3:40])[CH2:38][OH:39])=[C:27]([N:29]2[C:33](=[O:34])[N:32]([CH3:35])[N:31]=[N:30]2)[CH:28]=1.C1C=CC(P(C2C(C3C(P(C4C=CC=CC=4)C4C=CC=CC=4)=CC=C4C=3C=CC=C4)=C3C(C=CC=C3)=CC=2)C2C=CC=CC=2)=CC=1.C([O-])([O-])=O.[Cs+].[Cs+]. (2) The reactants are [NH2:1][C:2]1[CH:7]=[CH:6][C:5]([Br:8])=[CH:4][N:3]=1.C(N(CC)CC)C.[Cl:16][CH2:17][C:18]([CH3:23])([CH3:22])[C:19](Cl)=[O:20]. The catalyst is ClCCl. The product is [Br:8][C:5]1[CH:6]=[CH:7][C:2]([NH:1][C:19](=[O:20])[C:18]([CH3:23])([CH3:22])[CH2:17][Cl:16])=[N:3][CH:4]=1. The yield is 0.740. (3) The catalyst is O.CN(C=O)C. The yield is 0.630. The product is [CH3:30][C:6]1[C:7]([C:12]2[CH:17]=[CH:16][C:15]([C:18]3[C:19]([C:24]4[CH:29]=[CH:28][CH:27]=[CH:26][CH:25]=4)=[CH:20][CH:21]=[CH:22][CH:23]=3)=[CH:14][CH:13]=2)=[N:8][C:9]2[C:4]([C:5]=1[CH3:31])=[CH:3][C:2]([F:1])=[CH:11][CH:10]=2. The reactants are [F:1][C:2]1[CH:3]=[C:4]2[C:9](=[CH:10][CH:11]=1)[N:8]=[C:7]([C:12]1[CH:17]=[CH:16][C:15]([C:18]3[C:19]([C:24]4[CH:29]=[CH:28][CH:27]=[CH:26][CH:25]=4)=[CH:20][CH:21]=[CH:22][CH:23]=3)=[CH:14][CH:13]=1)[C:6]([CH3:30])=[C:5]2[CH2:31]O.S(Cl)(Cl)=O.[BH4-].[Na+].Cl.